This data is from Catalyst prediction with 721,799 reactions and 888 catalyst types from USPTO. The task is: Predict which catalyst facilitates the given reaction. The catalyst class is: 4. Product: [F:1][C:2]1[C:3]([N+:9]([O-:11])=[O:10])=[C:4]([O:8][S:18]([C:21]([F:24])([F:23])[F:22])(=[O:20])=[O:19])[CH:5]=[CH:6][CH:7]=1. Reactant: [F:1][C:2]1[C:3]([N+:9]([O-:11])=[O:10])=[C:4]([OH:8])[CH:5]=[CH:6][CH:7]=1.N1C=CC=CC=1.[S:18](O[S:18]([C:21]([F:24])([F:23])[F:22])(=[O:20])=[O:19])([C:21]([F:24])([F:23])[F:22])(=[O:20])=[O:19].